Dataset: Full USPTO retrosynthesis dataset with 1.9M reactions from patents (1976-2016). Task: Predict the reactants needed to synthesize the given product. (1) Given the product [CH:15]1([S:20][CH:4]([C:5]2[CH:10]=[CH:9][C:8]([Cl:11])=[C:7]([Cl:12])[CH:6]=2)[C:3]([OH:2])=[O:14])[CH2:19][CH2:18][CH2:17][CH2:16]1.[CH:15]1([S:20][CH:4]([C:5]2[CH:10]=[CH:9][C:8]([Cl:11])=[C:7]([Cl:12])[CH:6]=2)[C:3]([NH:21][C:22]2[S:23][CH:24]=[CH:25][N:26]=2)=[O:14])[CH2:19][CH2:18][CH2:17][CH2:16]1, predict the reactants needed to synthesize it. The reactants are: C[O:2][C:3](=[O:14])[CH:4](Br)[C:5]1[CH:10]=[CH:9][C:8]([Cl:11])=[C:7]([Cl:12])[CH:6]=1.[CH:15]1([SH:20])[CH2:19][CH2:18][CH2:17][CH2:16]1.[NH2:21][C:22]1[S:23][CH:24]=[CH:25][N:26]=1. (2) Given the product [Cl:11][C:12]1[CH:13]=[CH:14][C:15]([C:18]2[CH:19]=[CH:20][C:21]([C:24]#[C:25][C:26]3[CH:39]=[CH:38][C:29]([O:30][CH2:31][CH2:32][N:33]([CH2:34][CH:35]4[CH2:37][CH2:36]4)[CH2:10][C:9]#[CH:8])=[C:28]([CH3:40])[CH:27]=3)=[N:22][CH:23]=2)=[CH:16][CH:17]=1, predict the reactants needed to synthesize it. The reactants are: C([O-])([O-])=O.[K+].[K+].Br[CH2:8][C:9]#[CH:10].[Cl:11][C:12]1[CH:17]=[CH:16][C:15]([C:18]2[CH:19]=[CH:20][C:21]([C:24]#[C:25][C:26]3[CH:39]=[CH:38][C:29]([O:30][CH2:31][CH2:32][NH:33][CH2:34][CH:35]4[CH2:37][CH2:36]4)=[C:28]([CH3:40])[CH:27]=3)=[N:22][CH:23]=2)=[CH:14][CH:13]=1. (3) Given the product [NH2:50][C:47]1[N:48]=[CH:49][C:44]([C:6]2[N:11]=[CH:10][C:9]3[CH:12]=[N:13][N:14]([C:15]4[N:20]=[C:19]([N:21]5[CH2:27][CH2:26][CH2:25][N:24]([C:28]([O:30][C:31]([CH3:33])([CH3:34])[CH3:32])=[O:29])[CH2:23][CH2:22]5)[CH:18]=[CH:17][CH:16]=4)[C:8]=3[CH:7]=2)=[N:45][C:46]=1[CH3:51], predict the reactants needed to synthesize it. The reactants are: C([Sn](CCCC)(CCCC)[C:6]1[N:11]=[CH:10][C:9]2[CH:12]=[N:13][N:14]([C:15]3[N:20]=[C:19]([N:21]4[CH2:27][CH2:26][CH2:25][N:24]([C:28]([O:30][C:31]([CH3:34])([CH3:33])[CH3:32])=[O:29])[CH2:23][CH2:22]4)[CH:18]=[CH:17][CH:16]=3)[C:8]=2[CH:7]=1)CCC.Br[C:44]1[N:45]=[C:46]([CH3:51])[C:47]([NH2:50])=[N:48][CH:49]=1.C1(P(C2CCCCC2)C2CCCCC2)CCCCC1. (4) Given the product [CH:31]([Si:15]1([CH:28]([CH3:30])[CH3:29])[O:14][C@H:13]2[CH2:12][C@H:11]([C:10]3[CH:9]=[N:8][N:7]4[C:2]([NH2:1])=[N:3][CH:4]=[N:5][C:6]=34)[O:21][C@@H:20]2[CH2:19][O:18][Si:17]([CH:22]([CH3:24])[CH3:23])([CH:25]([CH3:27])[CH3:26])[O:16]1)([CH3:33])[CH3:32], predict the reactants needed to synthesize it. The reactants are: [NH2:1][C:2]1[N:7]2[N:8]=[CH:9][C:10]([C@@H:11]3[O:21][C@H:20]4[C@@H:13]([O:14][Si:15]([CH:31]([CH3:33])[CH3:32])([CH:28]([CH3:30])[CH3:29])[O:16][Si:17]([CH:25]([CH3:27])[CH3:26])([CH:22]([CH3:24])[CH3:23])[O:18][CH2:19]4)[C@H:12]3O)=[C:6]2[N:5]=[CH:4][N:3]=1.C(N1C=CN=C1)(N1C=CN=C1)=S.CC(N=NC(C#N)(C)C)(C#N)C.C([SnH](CCCC)CCCC)CCC. (5) Given the product [CH3:18][C:6]1[N:5]=[C:4]2[S:19][C:20]3[CH2:25][CH2:24][CH2:23][CH2:22][C:21]=3[C:3]2=[C:2]([C:35]2[CH:36]=[CH:37][C:32]([CH3:41])=[CH:33][CH:34]=2)[C:7]=1[CH:8]([O:13][C:14]([CH3:17])([CH3:16])[CH3:15])[C:9]([O:11][CH3:12])=[O:10], predict the reactants needed to synthesize it. The reactants are: Cl[C:2]1[C:7]([CH:8]([O:13][C:14]([CH3:17])([CH3:16])[CH3:15])[C:9]([O:11][CH3:12])=[O:10])=[C:6]([CH3:18])[N:5]=[C:4]2[S:19][C:20]3[CH2:25][CH2:24][CH2:23][CH2:22][C:21]=3[C:3]=12.C(=O)([O-])[O-].[K+].[K+].[C:32]1([CH3:41])[CH:37]=[CH:36][C:35](B(O)O)=[CH:34][CH:33]=1.C(OCC)(=O)C. (6) Given the product [F:24][C:4]1[CH:3]=[C:2]([NH:1][C:26]2[C:35]3[C:30](=[CH:31][CH:32]=[CH:33][CH:34]=3)[C:29]([C:36]3[CH:41]=[CH:40][CH:39]=[CH:38][CH:37]=3)=[N:28][N:27]=2)[CH:23]=[CH:22][C:5]=1[O:6][C:7]1[CH:12]=[CH:11][N:10]=[C:9]([NH:13][C:14]([N:16]2[CH2:17][CH2:18][O:19][CH2:20][CH2:21]2)=[O:15])[CH:8]=1, predict the reactants needed to synthesize it. The reactants are: [NH2:1][C:2]1[CH:23]=[CH:22][C:5]([O:6][C:7]2[CH:12]=[CH:11][N:10]=[C:9]([NH:13][C:14]([N:16]3[CH2:21][CH2:20][O:19][CH2:18][CH2:17]3)=[O:15])[CH:8]=2)=[C:4]([F:24])[CH:3]=1.Cl[C:26]1[C:35]2[C:30](=[CH:31][CH:32]=[CH:33][CH:34]=2)[C:29]([C:36]2[CH:41]=[CH:40][CH:39]=[CH:38][CH:37]=2)=[N:28][N:27]=1.CS(C)=O.C[Si]([N-][Si](C)(C)C)(C)C.[Na+]. (7) Given the product [C:5]([C:4]1[CH:7]=[CH:8][C:9]2[NH:10][C:19]([CH:17]3[CH2:18][CH:16]3[C:14]([O:13][CH2:11][CH3:12])=[O:15])=[N:1][C:2]=2[CH:3]=1)#[N:6], predict the reactants needed to synthesize it. The reactants are: [NH2:1][C:2]1[CH:3]=[C:4]([CH:7]=[CH:8][C:9]=1[NH2:10])[C:5]#[N:6].[CH2:11]([O:13][C:14]([C@@H:16]1[CH2:18][C@H:17]1[C:19](O)=O)=[O:15])[CH3:12].C(N(CC)CC)C.CN(C(ON1N=NC2C=CC=CC1=2)=[N+](C)C)C.F[P-](F)(F)(F)(F)F. (8) Given the product [CH2:17]([O:7][C:8]1[CH:9]=[C:10]([CH:13]=[C:14]([O:16][CH2:24][C:22]#[CH:21])[CH:15]=1)[CH2:11][OH:12])[C:18]#[CH:19], predict the reactants needed to synthesize it. The reactants are: C([O-])([O-])=O.[K+].[K+].[OH:7][C:8]1[CH:9]=[C:10]([CH:13]=[C:14]([OH:16])[CH:15]=1)[CH2:11][OH:12].[CH2:17](Cl)[C:18]#[CH:19].[CH3:21][C:22]([CH3:24])=O. (9) Given the product [F:1][C:2]1[CH:3]=[C:4]([CH:11]=[CH:12][C:13]=1[O:14][C:15]([F:16])([F:17])[F:18])[CH:5]=[O:6], predict the reactants needed to synthesize it. The reactants are: [F:1][C:2]1[CH:3]=[C:4]([CH:11]=[CH:12][C:13]=1[O:14][C:15]([F:18])([F:17])[F:16])[C:5](N(OC)C)=[O:6].[H-].C([Al+]CC(C)C)C(C)C.C1(C)C=CC=CC=1.[Cl-].[NH4+].Cl.